From a dataset of Full USPTO retrosynthesis dataset with 1.9M reactions from patents (1976-2016). Predict the reactants needed to synthesize the given product. The reactants are: Br[C:2]1[CH:7]=[C:6]([N+:8]([O-:10])=[O:9])[CH:5]=[CH:4][C:3]=1[N:11]1[CH2:16][CH2:15][N:14]([CH3:17])[CH2:13][CH2:12]1.[CH2:18]([Sn](CCCC)(CCCC)C(C)=C)[CH2:19][CH2:20]C. Given the product [CH3:17][N:14]1[CH2:15][CH2:16][N:11]([C:3]2[CH:4]=[CH:5][C:6]([N+:8]([O-:10])=[O:9])=[CH:7][C:2]=2[C:19]([CH3:20])=[CH2:18])[CH2:12][CH2:13]1, predict the reactants needed to synthesize it.